Dataset: TCR-epitope binding with 47,182 pairs between 192 epitopes and 23,139 TCRs. Task: Binary Classification. Given a T-cell receptor sequence (or CDR3 region) and an epitope sequence, predict whether binding occurs between them. (1) The epitope is NEGVKAAW. The TCR CDR3 sequence is CASSFSIREGGTEKLFF. Result: 0 (the TCR does not bind to the epitope). (2) The epitope is QECVRGTTVL. The TCR CDR3 sequence is CASSLHYPTGGFSYEQYF. Result: 0 (the TCR does not bind to the epitope). (3) The epitope is YLKLTDNVYIK. The TCR CDR3 sequence is CASSQDIGVSYEQYF. Result: 0 (the TCR does not bind to the epitope). (4) The epitope is CINGVCWTV. The TCR CDR3 sequence is CASSLAGTSTEQFF. Result: 1 (the TCR binds to the epitope). (5) The epitope is RILGAGCFV. The TCR CDR3 sequence is CASSPGTSGTDTQYF. Result: 0 (the TCR does not bind to the epitope). (6) The epitope is CINGVCWTV. The TCR CDR3 sequence is CASSHSTGAPSNEQFF. Result: 0 (the TCR does not bind to the epitope).